Dataset: Full USPTO retrosynthesis dataset with 1.9M reactions from patents (1976-2016). Task: Predict the reactants needed to synthesize the given product. Given the product [Cl:12][C:13]1[CH:18]=[CH:17][C:16]([C:4]2([OH:11])[CH2:5][CH2:6][C:7]([CH3:9])([CH3:10])[CH2:8]/[C:3]/2=[CH:2]\[OH:1])=[CH:15][CH:14]=1, predict the reactants needed to synthesize it. The reactants are: [OH:1]/[CH:2]=[C:3]1/[C:4](=[O:11])[CH2:5][CH2:6][C:7]([CH3:10])([CH3:9])[CH2:8]/1.[Cl:12][C:13]1[CH:18]=[CH:17][C:16]([Mg]Br)=[CH:15][CH:14]=1.